From a dataset of Reaction yield outcomes from USPTO patents with 853,638 reactions. Predict the reaction yield, written as a fraction of the theoretical maximum amount of product (1.0 means a 100% yield; for example, 0.34 means a 34% yield). (1) The reactants are [C:1]([O:5][C:6]([N:8]1[CH2:13][CH2:12][CH:11]([C:14]([OH:16])=O)[CH2:10][CH2:9]1)=[O:7])([CH3:4])([CH3:3])[CH3:2].[CH3:17][N:18](C(ON1N=NC2C=CC=NC1=2)=[N+](C)C)[CH3:19].F[P-](F)(F)(F)(F)F.Cl.CNC. The catalyst is C(Cl)Cl.O. The product is [C:1]([O:5][C:6]([N:8]1[CH2:13][CH2:12][CH:11]([C:14](=[O:16])[N:18]([CH3:19])[CH3:17])[CH2:10][CH2:9]1)=[O:7])([CH3:4])([CH3:3])[CH3:2]. The yield is 0.850. (2) The reactants are [CH2:1]([O:15][C:16]1[O:20][C:19]([C:21]([O:23][CH2:24][CH2:25]Br)=[O:22])=[CH:18][CH:17]=1)[CH2:2][CH2:3][CH2:4][CH2:5][CH2:6][CH2:7][CH2:8][CH2:9][CH2:10][CH2:11][CH2:12][CH2:13][CH3:14].[CH3:27][NH:28][CH3:29]. The catalyst is C1COCC1. The product is [CH2:1]([O:15][C:16]1[O:20][C:19]([C:21]([O:23][CH2:24][CH2:25][N:28]([CH3:29])[CH3:27])=[O:22])=[CH:18][CH:17]=1)[CH2:2][CH2:3][CH2:4][CH2:5][CH2:6][CH2:7][CH2:8][CH2:9][CH2:10][CH2:11][CH2:12][CH2:13][CH3:14]. The yield is 0.710. (3) The reactants are [N:1]1[C:10]2[C:5](=[CH:6][CH:7]=[CH:8][CH:9]=2)[CH:4]=[CH:3][C:2]=1[CH2:11][O:12][C:13]1[CH:18]=[CH:17][C:16]([CH2:19][C:20](Cl)=[O:21])=[CH:15][CH:14]=1.[C:23]1([O:29][CH3:30])[CH:28]=[CH:27][CH:26]=[CH:25][CH:24]=1. No catalyst specified. The product is [CH3:30][O:29][C:23]1[CH:28]=[CH:27][C:26]([C:20](=[O:21])[CH2:19][C:16]2[CH:17]=[CH:18][C:13]([O:12][CH2:11][C:2]3[CH:3]=[CH:4][C:5]4[C:10](=[CH:9][CH:8]=[CH:7][CH:6]=4)[N:1]=3)=[CH:14][CH:15]=2)=[CH:25][CH:24]=1. The yield is 0.900. (4) The reactants are [O:1]1[CH2:5][CH2:4][O:3][CH:2]1[C:6]1[CH:15]=[CH:14][C:9]([C:10]([O:12]C)=[O:11])=[C:8]([F:16])[CH:7]=1.O.[OH-].[Li+].CO. The catalyst is O1CCCC1.O. The product is [O:1]1[CH2:5][CH2:4][O:3][CH:2]1[C:6]1[CH:15]=[CH:14][C:9]([C:10]([OH:12])=[O:11])=[C:8]([F:16])[CH:7]=1. The yield is 0.790.